Predict the product of the given reaction. From a dataset of Forward reaction prediction with 1.9M reactions from USPTO patents (1976-2016). (1) Given the reactants [Cl:1][S:2]([C:5]1[C:6]([O:17][CH3:18])=[CH:7][C:8]([O:14][CH2:15][CH3:16])=[C:9]([CH:13]=1)[C:10]([OH:12])=[O:11])(=[O:4])=[O:3].[N+](=[CH2:21])=[N-], predict the reaction product. The product is: [CH3:21][O:11][C:10](=[O:12])[C:9]1[CH:13]=[C:5]([S:2]([Cl:1])(=[O:4])=[O:3])[C:6]([O:17][CH3:18])=[CH:7][C:8]=1[O:14][CH2:15][CH3:16]. (2) Given the reactants Cl.[CH3:2][C:3]1[CH:4]=[C:5]([CH:7]=[C:8]([C:10]([F:13])([F:12])[F:11])[CH:9]=1)[NH2:6].[C:14](Cl)(=[O:25])[O:15][C:16]1[CH:21]=[CH:20][C:19]([N+:22]([O-:24])=[O:23])=[CH:18][CH:17]=1.C(N(CC)C(C)C)(C)C.[Cl-].[NH4+], predict the reaction product. The product is: [CH3:2][C:3]1[CH:4]=[C:5]([NH:6][C:14](=[O:25])[O:15][C:16]2[CH:17]=[CH:18][C:19]([N+:22]([O-:24])=[O:23])=[CH:20][CH:21]=2)[CH:7]=[C:8]([C:10]([F:11])([F:12])[F:13])[CH:9]=1. (3) Given the reactants [F:1][C:2]1[C:7]([O:8][CH3:9])=[CH:6][CH:5]=[CH:4][C:3]=1[C:10]1[O:14][C:13]([CH3:15])=[C:12]([CH:16]([NH:21][C:22]2[CH:30]=[CH:29][C:25](C(O)=O)=[CH:24][CH:23]=2)[CH2:17][CH:18]([CH3:20])[CH3:19])[CH:11]=1.[CH3:31][NH:32][CH2:33][CH2:34][C:35]([O:37]CC)=[O:36].Cl.C(N=C=NCCCN(C)C)C.O.[OH:53][C:54]1C2N=NNC=2C=CC=1, predict the reaction product. The product is: [F:1][C:2]1[C:7]([O:8][CH3:9])=[CH:6][CH:5]=[CH:4][C:3]=1[C:10]1[O:14][C:13]([CH3:15])=[C:12]([CH:16]([NH:21][C:22]2[CH:23]=[CH:24][C:25]([C:54]([N:32]([CH3:31])[CH2:33][CH2:34][C:35]([OH:37])=[O:36])=[O:53])=[CH:29][CH:30]=2)[CH2:17][CH:18]([CH3:20])[CH3:19])[CH:11]=1. (4) Given the reactants [CH3:1][C:2]1[CH:11]=[CH:10][C:9]2[C:4](=[CH:5][CH:6]=[C:7]3[O:15][CH2:14][C@H:13]([CH2:16]OS(C4C=CC(Br)=CC=4)(=O)=O)[O:12][C:8]3=2)[N:3]=1.[F:28][C:29]1[CH:37]=[C:36]2[C:32]([C:33]([CH2:38][CH:39]3[CH2:44][CH2:43][CH2:42][NH:41][CH2:40]3)=[CH:34][NH:35]2)=[CH:31][CH:30]=1, predict the reaction product. The product is: [F:28][C:29]1[CH:37]=[C:36]2[C:32]([C:33]([CH2:38][CH:39]3[CH2:44][CH2:43][CH2:42][N:41]([CH2:16][CH:13]4[O:12][C:8]5=[C:9]6[C:4](=[CH:5][CH:6]=[C:7]5[O:15][CH2:14]4)[N:3]=[C:2]([CH3:1])[CH:11]=[CH:10]6)[CH2:40]3)=[CH:34][NH:35]2)=[CH:31][CH:30]=1. (5) Given the reactants Cl[C:2]1[C:11]2[C:6](=[CH:7][C:8]([O:14][CH3:15])=[C:9]([O:12][CH3:13])[CH:10]=2)[N:5]=[CH:4][N:3]=1.Cl.[CH3:17][O:18][C:19]([C:21]1[CH:22]=[C:23]2[C:28](=[CH:29][CH:30]=1)[CH2:27][NH:26][CH2:25][CH2:24]2)=[O:20].C(=O)([O-])[O-].[K+].[K+], predict the reaction product. The product is: [CH3:13][O:12][C:9]1[CH:10]=[C:11]2[C:6](=[CH:7][C:8]=1[O:14][CH3:15])[N:5]=[CH:4][N:3]=[C:2]2[N:26]1[CH2:25][CH2:24][C:23]2[C:28](=[CH:29][CH:30]=[C:21]([C:19]([O:18][CH3:17])=[O:20])[CH:22]=2)[CH2:27]1.